From a dataset of Forward reaction prediction with 1.9M reactions from USPTO patents (1976-2016). Predict the product of the given reaction. (1) Given the reactants [CH3:1][O:2][C:3]1[CH:8]=[CH:7][C:6]([OH:9])=[CH:5][CH:4]=1.Cl[C:11]1[C:20]2[C:15](=[CH:16][CH:17]=[C:18]([O:21][CH3:22])[CH:19]=2)[CH:14]=[C:13]([NH:23][C:24]2[CH:28]=[C:27]([CH3:29])[NH:26][N:25]=2)[N:12]=1, predict the reaction product. The product is: [CH3:22][O:21][C:18]1[CH:19]=[C:20]2[C:15]([CH:14]=[C:13]([NH:23][C:24]3[CH:28]=[C:27]([CH3:29])[NH:26][N:25]=3)[N:12]=[C:11]2[O:9][C:6]2[CH:7]=[CH:8][C:3]([O:2][CH3:1])=[CH:4][CH:5]=2)=[CH:16][CH:17]=1. (2) Given the reactants [Li+].[B-](CC)(CC)CC.[CH:9]1[C:21]2[CH:20]([O:22][C:23](=[O:114])[N:24]([CH3:113])[C@@H:25]([CH:110]([CH3:112])[CH3:111])[C:26]([NH:28][C@@H:29]([CH3:109])[C:30]([NH:32][C:33]3[CH:38]=[CH:37][C:36]([C:39]4[CH2:40][C@@H:41]5[N:47]([CH:48]=4)[C:46](=[O:49])[C:45]4[CH:50]=[C:51]([O:98][CH3:99])[C:52]([O:54][CH2:55][CH2:56][CH2:57][O:58][C:59]6[C:95]([O:96][CH3:97])=[CH:94][C:62]7[C:63](=[O:93])[N:64]8[CH:79]=[C:78]([C:80]9[CH:85]=[CH:84][C:83]([N:86]%10[CH2:91][CH2:90][N:89]([CH3:92])[CH2:88][CH2:87]%10)=[CH:82][CH:81]=9)[CH2:77][C@H:65]8[C:66](=O)[N:67](COCC[Si](C)(C)C)[C:61]=7[CH:60]=6)=[CH:53][C:44]=4[N:43](COCC[Si](C)(C)C)[C:42]5=O)=[CH:35][CH:34]=3)=[O:31])=[O:27])[C:19]3[C:14](=[CH:15][CH:16]=[CH:17][CH:18]=3)[C:13]=2[CH:12]=[CH:11][CH:10]=1, predict the reaction product. The product is: [CH:18]1[C:19]2[CH:20]([O:22][C:23](=[O:114])[N:24]([CH3:113])[C@@H:25]([CH:110]([CH3:111])[CH3:112])[C:26]([NH:28][C@@H:29]([CH3:109])[C:30]([NH:32][C:33]3[CH:34]=[CH:35][C:36]([C:39]4[CH2:40][C@@H:41]5[N:47]([CH:48]=4)[C:46](=[O:49])[C:45]4[CH:50]=[C:51]([O:98][CH3:99])[C:52]([O:54][CH2:55][CH2:56][CH2:57][O:58][C:59]6[C:95]([O:96][CH3:97])=[CH:94][C:62]7[C:63](=[O:93])[N:64]8[CH:79]=[C:78]([C:80]9[CH:81]=[CH:82][C:83]([N:86]%10[CH2:87][CH2:88][N:89]([CH3:92])[CH2:90][CH2:91]%10)=[CH:84][CH:85]=9)[CH2:77][C@H:65]8[CH:66]=[N:67][C:61]=7[CH:60]=6)=[CH:53][C:44]=4[N:43]=[CH:42]5)=[CH:37][CH:38]=3)=[O:31])=[O:27])[C:21]3[C:13](=[CH:12][CH:11]=[CH:10][CH:9]=3)[C:14]=2[CH:15]=[CH:16][CH:17]=1.